Dataset: Catalyst prediction with 721,799 reactions and 888 catalyst types from USPTO. Task: Predict which catalyst facilitates the given reaction. (1) Reactant: [CH:1]1([CH2:7][CH2:8][O:9][C:10]2[CH:11]=[C:12]([CH:15]=[CH:16][CH:17]=2)[CH:13]=O)[CH2:6][CH2:5][CH2:4][CH2:3][CH2:2]1.Cl.[C:19]([O:23][C:24]([N:26]1[CH2:31][CH2:30][NH:29][CH2:28][CH2:27]1)=[O:25])([CH3:22])([CH3:21])[CH3:20].[BH-](OC(C)=O)(OC(C)=O)OC(C)=O.[Na+].[OH-].[Na+]. Product: [CH:1]1([CH2:7][CH2:8][O:9][C:10]2[CH:11]=[C:12]([CH:15]=[CH:16][CH:17]=2)[CH2:13][N:29]2[CH2:28][CH2:27][N:26]([C:24]([O:23][C:19]([CH3:22])([CH3:21])[CH3:20])=[O:25])[CH2:31][CH2:30]2)[CH2:6][CH2:5][CH2:4][CH2:3][CH2:2]1. The catalyst class is: 559. (2) Reactant: [C:1]([C:4]1[CH:12]=[CH:11][C:7]([C:8]([OH:10])=[O:9])=[CH:6][CH:5]=1)(=O)[CH3:2].C(=O)(O)O.[NH2:17][NH:18][C:19]([NH2:21])=[NH:20].[ClH:22]. Product: [ClH:22].[NH2:20][C:19]([NH2:21])=[N:18]/[N:17]=[C:1](/[C:4]1[CH:12]=[CH:11][C:7]([C:8]([OH:10])=[O:9])=[CH:6][CH:5]=1)\[CH3:2]. The catalyst class is: 191. (3) Reactant: [F:1][C:2]1[CH:3]=[C:4]([N:15]2[C@@H:19]([C:20]3[C:21]([F:34])=[CH:22][C:23]4[N:27]=[C:26]([C@@H:28]5[CH2:32][CH2:31][CH2:30][NH:29]5)[NH:25][C:24]=4[CH:33]=3)[CH2:18][CH2:17][C@@H:16]2[C:35]2[C:36]([F:49])=[CH:37][C:38]3[N:42]=[C:41]([C@@H:43]4[CH2:47][CH2:46][CH2:45][NH:44]4)[NH:40][C:39]=3[CH:48]=2)[CH:5]=[C:6]([F:14])[C:7]=1[N:8]1[CH2:13][CH2:12][CH2:11][CH2:10][CH2:9]1.[CH3:50][O:51][C:52]([NH:54][C@@H:55]([CH:59]([CH3:61])[CH3:60])[C:56](O)=[O:57])=[O:53].C(Cl)CCl.[CH:66]1[CH:67]=CC2N(O)N=NC=2[CH:71]=1.C[N:77]1[CH2:82][CH2:81][O:80]CC1.C[CH2:84][O:85][C:86](C)=[O:87]. Product: [F:14][C:6]1[CH:5]=[C:4]([N:15]2[C@@H:19]([C:20]3[C:21]([F:34])=[CH:22][C:23]4[NH:27][C:26]([C@@H:28]5[CH2:32][CH2:31][CH2:30][N:29]5[C:81](=[O:80])[C@@H:82]([NH:77][C:86]([O:85][CH3:84])=[O:87])[CH:66]([CH3:67])[CH3:71])=[N:25][C:24]=4[CH:33]=3)[CH2:18][CH2:17][C@@H:16]2[C:35]2[C:36]([F:49])=[CH:37][C:38]3[NH:42][C:41]([C@@H:43]4[CH2:47][CH2:46][CH2:45][N:44]4[C:56](=[O:57])[C@@H:55]([NH:54][C:52](=[O:53])[O:51][CH3:50])[CH:59]([CH3:61])[CH3:60])=[N:40][C:39]=3[CH:48]=2)[CH:3]=[C:2]([F:1])[C:7]=1[N:8]1[CH2:13][CH2:12][CH2:11][CH2:10][CH2:9]1. The catalyst class is: 3. (4) Reactant: I.I.[N:3]1([C:10]2[N:14]([CH:15]=[CH2:16])[C:13]3[CH:17]=[CH:18][CH:19]=[CH:20][C:12]=3[N:11]=2)[CH2:9][CH2:8][CH2:7][NH:6][CH2:5][CH2:4]1.[CH3:21][O:22][C:23]1[CH:48]=[CH:47][C:46]([N:49]2[CH:53]=[N:52][N:51]=[N:50]2)=[CH:45][C:24]=1[C:25]([N:27]1[CH2:31][CH2:30][C:29]([C:39]2[CH:44]=[CH:43][CH:42]=[CH:41][CH:40]=2)([CH2:32][CH2:33]OS(C)(=O)=O)[CH2:28]1)=[O:26].C(N(CC)CC)C. Product: [CH3:21][O:22][C:23]1[CH:48]=[CH:47][C:46]([N:49]2[CH:53]=[N:52][N:51]=[N:50]2)=[CH:45][C:24]=1[C:25]([N:27]1[CH2:31][CH2:30][C@@:29]([C:39]2[CH:44]=[CH:43][CH:42]=[CH:41][CH:40]=2)([CH2:32][CH2:33][N:6]2[CH2:7][CH2:8][CH2:9][N:3]([C:10]3[N:14]([CH:15]=[CH2:16])[C:13]4[CH:17]=[CH:18][CH:19]=[CH:20][C:12]=4[N:11]=3)[CH2:4][CH2:5]2)[CH2:28]1)=[O:26]. The catalyst class is: 10.